This data is from Experimentally validated miRNA-target interactions with 360,000+ pairs, plus equal number of negative samples. The task is: Binary Classification. Given a miRNA mature sequence and a target amino acid sequence, predict their likelihood of interaction. The miRNA is hsa-miR-484 with sequence UCAGGCUCAGUCCCCUCCCGAU. The protein sequence of the target gene is MRSRLLLSVAHLPTIRETTEEMLLGGPGQEPPPSPSLDDYVRSISRLAQPTSVLDKATAQGQPRPPHRPAQACRKGRPAVSLRDITARFSGQQPTLPMADTVDPLDWLFGESQEKQPSQRDLPRRTGPSAGLWGPHRQMDSSKPMGAPRGRLCEARMPGHSLARPPQDGQQSSDLRSWTFGQSAQAMASRHRPRPSSVLRTLYSHLPVIHEL. Result: 0 (no interaction).